This data is from Full USPTO retrosynthesis dataset with 1.9M reactions from patents (1976-2016). The task is: Predict the reactants needed to synthesize the given product. (1) The reactants are: [C:1]([C:3]1[C:4]([N:16]2[CH2:21][CH2:20][CH:19]([C:22]([OH:24])=O)[CH2:18][CH2:17]2)=[N:5][C:6]([O:14][CH3:15])=[C:7]([C:9]([O:11][CH2:12][CH3:13])=[O:10])[CH:8]=1)#[N:2].[F:25][C:26]1[CH:27]=[C:28]([CH2:33][S:34]([NH2:37])(=[O:36])=[O:35])[CH:29]=[CH:30][C:31]=1[F:32]. Given the product [C:1]([C:3]1[C:4]([N:16]2[CH2:17][CH2:18][CH:19]([C:22](=[O:24])[NH:37][S:34]([CH2:33][C:28]3[CH:29]=[CH:30][C:31]([F:32])=[C:26]([F:25])[CH:27]=3)(=[O:35])=[O:36])[CH2:20][CH2:21]2)=[N:5][C:6]([O:14][CH3:15])=[C:7]([CH:8]=1)[C:9]([O:11][CH2:12][CH3:13])=[O:10])#[N:2], predict the reactants needed to synthesize it. (2) Given the product [CH3:1][N:2]1[CH:6]=[CH:5][N:4]=[C:3]1[CH2:7][O:8][C:9]1[CH:10]=[C:11]([O:29][C:30]2[CH:35]=[CH:34][C:33]([S:36]([CH3:39])(=[O:37])=[O:38])=[CH:32][CH:31]=2)[CH:12]=[C:13]2[C:17]=1[NH:16][C:15]([C:18]1[S:19][CH:20]([CH2:23][C:24]([OH:26])=[O:25])[CH2:21][N:22]=1)=[CH:14]2, predict the reactants needed to synthesize it. The reactants are: [CH3:1][N:2]1[CH:6]=[CH:5][N:4]=[C:3]1[CH2:7][O:8][C:9]1[CH:10]=[C:11]([O:29][C:30]2[CH:35]=[CH:34][C:33]([S:36]([CH3:39])(=[O:38])=[O:37])=[CH:32][CH:31]=2)[CH:12]=[C:13]2[C:17]=1[NH:16][C:15]([C:18]1[S:19][CH:20]([CH2:23][C:24]([O:26]CC)=[O:25])[CH2:21][N:22]=1)=[CH:14]2. (3) The reactants are: Cl[C:2]1[CH:11]=[C:10]([CH3:12])[C:9]2[C:4](=[CH:5][CH:6]=[C:7]([OH:13])[CH:8]=2)[N:3]=1.[NH2:14][C@H:15]1[C@H:19]([O:20][CH3:21])[CH2:18][N:17]([C:22](=[O:35])[CH2:23][C:24]2[CH:29]=[CH:28][C:27]([O:30][C:31]([F:34])([F:33])[F:32])=[CH:26][CH:25]=2)[CH2:16]1.O1CCOCC1.CC(C)([O-])C.[Na+]. Given the product [OH:13][C:7]1[CH:8]=[C:9]2[C:4](=[CH:5][CH:6]=1)[N:3]=[C:2]([NH:14][C@H:15]1[C@H:19]([O:20][CH3:21])[CH2:18][N:17]([C:22](=[O:35])[CH2:23][C:24]3[CH:25]=[CH:26][C:27]([O:30][C:31]([F:32])([F:33])[F:34])=[CH:28][CH:29]=3)[CH2:16]1)[CH:11]=[C:10]2[CH3:12], predict the reactants needed to synthesize it. (4) Given the product [NH2:72][S:69]([C:66]1[CH:65]=[CH:64][C:63]([CH2:62][NH:61][S:53]([C:33]2[C:32]3[C:36](=[CH:37][CH:38]=[C:30]([Br:29])[CH:31]=3)[NH:35][C:34]=2[C:48]([NH2:7])=[O:50])(=[O:54])=[O:55])=[CH:68][CH:67]=1)(=[O:70])=[O:71], predict the reactants needed to synthesize it. The reactants are: ClC1C=C2C(=CC=1)[N:7](S(C1C=CC=CC=1)(=O)=O)C(C(OCC)=O)=C2S(Cl)(=O)=O.[Br:29][C:30]1[CH:31]=[C:32]2[C:36](=[CH:37][CH:38]=1)[N:35](S(C1C=CC=CC=1)(=O)=O)[C:34]([C:48]([O:50]CC)=O)=[C:33]2[S:53](Cl)(=[O:55])=[O:54].Cl.CN.Cl.[NH2:61][CH2:62][C:63]1[CH:68]=[CH:67][C:66]([S:69]([NH2:72])(=[O:71])=[O:70])=[CH:65][CH:64]=1.